This data is from Forward reaction prediction with 1.9M reactions from USPTO patents (1976-2016). The task is: Predict the product of the given reaction. (1) Given the reactants Br[C:2]1[CH:3]=[C:4]2[C:9]([NH:10][C@@H:11]3[CH2:22][C@@H:14]4[CH2:15][N:16]([S:18]([CH3:21])(=[O:20])=[O:19])[CH2:17][C@@H:13]4[C@H:12]3[CH3:23])=[C:8]([C:24]([NH2:26])=[O:25])[CH:7]=[N:6][N:5]2[CH:27]=1.[Cu][C:29]#[N:30], predict the reaction product. The product is: [C:29]([C:2]1[CH:3]=[C:4]2[C:9]([NH:10][C@@H:11]3[CH2:22][C@@H:14]4[CH2:15][N:16]([S:18]([CH3:21])(=[O:20])=[O:19])[CH2:17][C@@H:13]4[C@H:12]3[CH3:23])=[C:8]([C:24]([NH2:26])=[O:25])[CH:7]=[N:6][N:5]2[CH:27]=1)#[N:30]. (2) Given the reactants Br[C:2]1([F:20])[CH:19]=[CH:18][C:5]([C:6]([NH:8][CH:9]2[CH2:17][C:16]3[C:11](=[CH:12][CH:13]=[CH:14][CH:15]=3)[CH2:10]2)=[O:7])=[CH:4][CH2:3]1.[F:21][C:22]1[CH:29]=[CH:28][C:25]([CH:26]=[CH2:27])=[CH:24][CH:23]=1.Cl, predict the reaction product. The product is: [F:20][C:2]1[CH:19]=[CH:18][C:5]([C:6]([NH:8][CH:9]2[CH2:17][C:16]3[C:11](=[CH:12][CH:13]=[CH:14][C:15]=3[CH:27]=[CH:26][C:25]3[CH:28]=[CH:29][C:22]([F:21])=[CH:23][CH:24]=3)[CH2:10]2)=[O:7])=[CH:4][CH:3]=1. (3) Given the reactants [F:1][C:2]1[C:7]([O:8][CH3:9])=[CH:6][CH:5]=[C:4]([F:10])[C:3]=1[CH2:11][C:12]([OH:14])=O.[C:15](Cl)(=O)C(Cl)=O.[NH2:21][C:22]1[CH:63]=[CH:62][C:25]([C:26]([N:28]([CH2:54][C:55]([O:57]C(C)(C)C)=[O:56])[CH2:29][C:30]2[CH:35]=[CH:34][C:33]([C:36]3[N:40]=[C:39]([C:41]4(C)[CH:46]=[CH:45][C:44]([C:47]5[CH:52]=[CH:51][CH:50]=[CH:49][CH:48]=5)=[CH:43][CH2:42]4)[O:38][N:37]=3)=[CH:32][CH:31]=2)=[O:27])=[CH:24][CH:23]=1.C(O)(C(F)(F)F)=O, predict the reaction product. The product is: [F:1][C:2]1[C:7]([O:8][CH3:9])=[CH:6][CH:5]=[C:4]([F:10])[C:3]=1[CH2:11][C:12]([NH:21][C:22]1[CH:63]=[CH:62][C:25]([C:26]([N:28]([CH2:54][C:55]([OH:57])=[O:56])[CH2:29][C:30]2[CH:35]=[CH:34][C:33]([C:36]3[N:40]=[C:39]([C:41]4[CH:46]=[CH:45][C:44]([C:47]5[CH:48]=[CH:49][C:50]([CH3:15])=[CH:51][CH:52]=5)=[CH:43][CH:42]=4)[O:38][N:37]=3)=[CH:32][CH:31]=2)=[O:27])=[CH:24][CH:23]=1)=[O:14]. (4) Given the reactants C[O:2][C:3](=O)[C:4]([C:6]1[C:14]2[C:9](=[C:10]([CH2:15][CH2:16][CH2:17][O:18][Si:19]([CH:26]([CH3:28])[CH3:27])([CH:23]([CH3:25])[CH3:24])[CH:20]([CH3:22])[CH3:21])[CH:11]=[CH:12][CH:13]=2)[NH:8][CH:7]=1)=O.[C:30]1([CH2:42][C:43]([NH2:45])=[O:44])[C:40]2=[C:41]3[C:36](=[CH:37][CH:38]=[CH:39]2)[CH2:35][CH2:34][CH2:33][N:32]3[CH:31]=1, predict the reaction product. The product is: [C:30]1([C:42]2[C:43](=[O:44])[NH:45][C:3](=[O:2])[C:4]=2[C:6]2[C:14]3[C:9](=[C:10]([CH2:15][CH2:16][CH2:17][O:18][Si:19]([CH:23]([CH3:25])[CH3:24])([CH:26]([CH3:28])[CH3:27])[CH:20]([CH3:22])[CH3:21])[CH:11]=[CH:12][CH:13]=3)[NH:8][CH:7]=2)[C:40]2=[C:41]3[C:36](=[CH:37][CH:38]=[CH:39]2)[CH2:35][CH2:34][CH2:33][N:32]3[CH:31]=1. (5) Given the reactants [C:1]([C:4]1[O:5][C:6]2[CH:13]=[CH:12][C:11]([O:14][CH3:15])=[C:10]([Br:16])[C:7]=2[C:8]=1[NH2:9])(=[O:3])[CH3:2].[CH:17]([C:20]1[S:21][C:22]([CH:25]=O)=[CH:23][N:24]=1)([CH3:19])[CH3:18].[OH-].[Na+].O, predict the reaction product. The product is: [NH2:9][C:8]1[C:7]2[C:10]([Br:16])=[C:11]([O:14][CH3:15])[CH:12]=[CH:13][C:6]=2[O:5][C:4]=1[C:1](=[O:3])/[CH:2]=[CH:25]/[C:22]1[S:21][C:20]([CH:17]([CH3:19])[CH3:18])=[N:24][CH:23]=1. (6) Given the reactants [F:1][C:2]1[CH:3]=[CH:4][C:5]([S:12][C:13]2[CH:18]=[CH:17][CH:16]=[CH:15][C:14]=2[C:19](OC)=[O:20])=[C:6]([CH:11]=1)[C:7](OC)=[O:8].S(C1C=CC=CC=1C(OC)=O)C1C=CC=CC=1C(OC)=O, predict the reaction product. The product is: [F:1][C:2]1[CH:3]=[CH:4][C:5]([S:12][C:13]2[CH:18]=[CH:17][CH:16]=[CH:15][C:14]=2[CH2:19][OH:20])=[C:6]([CH2:7][OH:8])[CH:11]=1. (7) Given the reactants [Si:1]([O:8][C@@H:9]([CH2:35][C@H:36]([OH:63])/[CH:37]=[CH:38]\[C@H:39]([CH3:62])[C@H:40]([O:54][Si:55]([C:58]([CH3:61])([CH3:60])[CH3:59])([CH3:57])[CH3:56])[C@@H:41]([CH3:53])[CH2:42][CH2:43][CH2:44][O:45][Si:46]([C:49]([CH3:52])([CH3:51])[CH3:50])([CH3:48])[CH3:47])[C@H:10]([CH3:34])/[CH:11]=[CH:12]/[CH2:13][O:14][C:15]([C:28]1[CH:33]=[CH:32][CH:31]=[CH:30][CH:29]=1)([C:22]1[CH:27]=[CH:26][CH:25]=[CH:24][CH:23]=1)[C:16]1[CH:21]=[CH:20][CH:19]=[CH:18][CH:17]=1)([C:4]([CH3:7])([CH3:6])[CH3:5])([CH3:3])[CH3:2].[Si:64](OS(C(F)(F)F)(=O)=O)([C:67]([CH3:70])([CH3:69])[CH3:68])([CH3:66])[CH3:65].N1C(C)=CC=CC=1C, predict the reaction product. The product is: [Si:1]([O:8][C@@H:9]([CH2:35][C@H:36]([O:63][Si:64]([C:67]([CH3:70])([CH3:69])[CH3:68])([CH3:66])[CH3:65])/[CH:37]=[CH:38]\[C@H:39]([CH3:62])[C@H:40]([O:54][Si:55]([C:58]([CH3:60])([CH3:59])[CH3:61])([CH3:57])[CH3:56])[C@@H:41]([CH3:53])[CH2:42][CH2:43][CH2:44][O:45][Si:46]([C:49]([CH3:50])([CH3:51])[CH3:52])([CH3:48])[CH3:47])[C@H:10]([CH3:34])/[CH:11]=[CH:12]/[CH2:13][O:14][C:15]([C:28]1[CH:33]=[CH:32][CH:31]=[CH:30][CH:29]=1)([C:22]1[CH:23]=[CH:24][CH:25]=[CH:26][CH:27]=1)[C:16]1[CH:17]=[CH:18][CH:19]=[CH:20][CH:21]=1)([C:4]([CH3:5])([CH3:6])[CH3:7])([CH3:3])[CH3:2]. (8) Given the reactants [CH2:1]([O:9][C:10]1[CH:15]=[CH:14][C:13](C2CCCC(=O)C=2)=[CH:12][CH:11]=1)[CH2:2]CCCCCC.CC[O:25]C(C)=O, predict the reaction product. The product is: [CH2:1]([O:9][C:10]1[CH2:15][CH2:14][CH2:13][C:12](=[O:25])[CH:11]=1)[CH3:2]. (9) The product is: [CH:11]1([C:10]#[C:9][C:6]2[CH:7]=[CH:8][C:3]([C:2]#[N:1])=[CH:4][N:5]=2)[CH2:16][CH2:15][CH2:14][CH2:13][CH2:12]1. Given the reactants [NH2:1][CH2:2][C:3]1[CH:4]=[N:5][C:6]([CH2:9][CH2:10][CH:11]2[CH2:16][CH2:15][CH2:14][CH2:13][CH2:12]2)=[CH:7][CH:8]=1.FC(F)(F)C(O)=O.C(OC(C1C(CN)=NC(CCC2CCCCC2)=CC=1)=O)(C)(C)C, predict the reaction product. (10) Given the reactants C1([C@]2(O)[CH2:8][CH2:7][NH:6][C@H:5]2[CH:9]([CH3:11])[CH3:10])CC1.F[C:14]1[CH:21]=[CH:20][C:17]([C:18]#[N:19])=[C:16]([C:22]([F:25])([F:24])[F:23])[CH:15]=1.[C:26](=[O:29])([O-])[O-].[Li+].[Li+], predict the reaction product. The product is: [OH:29][C@H:26]1[C:9]([CH3:11])([CH3:10])[CH2:5][N:6]([C:14]2[CH:21]=[CH:20][C:17]([C:18]#[N:19])=[C:16]([C:22]([F:25])([F:24])[F:23])[CH:15]=2)[C@@H:7]1[CH3:8].